From a dataset of Forward reaction prediction with 1.9M reactions from USPTO patents (1976-2016). Predict the product of the given reaction. (1) Given the reactants [F:1][C:2]1[CH:7]=[CH:6][C:5]([N:8]2[C:12]([CH:13]([CH3:15])[CH3:14])=[C:11]([NH2:16])[CH:10]=[N:9]2)=[CH:4][CH:3]=1.[CH3:17][C:18]1[N:19]([CH:27]2[CH2:31][CH2:30][O:29]C2=O)[CH:20]=[C:21]([C:23]([F:26])([F:25])[F:24])[N:22]=1.C[Al](C)C, predict the reaction product. The product is: [F:1][C:2]1[CH:3]=[CH:4][C:5]([N:8]2[C:12]([CH:13]([CH3:14])[CH3:15])=[C:11]([NH:16][CH:27]([N:19]3[CH:20]=[C:21]([C:23]([F:25])([F:26])[F:24])[N:22]=[C:18]3[CH3:17])[CH2:31][CH2:30][OH:29])[CH:10]=[N:9]2)=[CH:6][CH:7]=1. (2) Given the reactants C[O:2][C:3]([C:5]1[S:6][C:7]([C:28]2[CH:33]=[CH:32][CH:31]=[CH:30][CH:29]=2)=[CH:8][C:9]=1[N:10]([C:19]([CH:21]1[CH2:26][CH2:25][CH:24]([CH3:27])[CH2:23][CH2:22]1)=[O:20])[CH2:11][CH:12]1[CH2:17][CH2:16][CH2:15][N:14]([CH3:18])[CH2:13]1)=[O:4].O[Li].O, predict the reaction product. The product is: [CH3:27][CH:24]1[CH2:25][CH2:26][CH:21]([C:19]([N:10]([CH2:11][CH:12]2[CH2:17][CH2:16][CH2:15][N:14]([CH3:18])[CH2:13]2)[C:9]2[CH:8]=[C:7]([C:28]3[CH:33]=[CH:32][CH:31]=[CH:30][CH:29]=3)[S:6][C:5]=2[C:3]([OH:4])=[O:2])=[O:20])[CH2:22][CH2:23]1. (3) Given the reactants Cl[C:2]1[N:7]=[C:6]([C:8]2[CH:13]=[C:12]([C:14]3[CH:19]=[CH:18][C:17]([C:20]([F:23])([F:22])[F:21])=[CH:16][CH:15]=3)[CH:11]=[C:10]([CH3:24])[N:9]=2)[CH:5]=[CH:4][N:3]=1.[NH2:25][C:26]1[CH:31]=[CH:30][C:29](B2OC(C)(C)C(C)(C)O2)=[CH:28][N:27]=1, predict the reaction product. The product is: [CH3:24][C:10]1[N:9]=[C:8]([C:6]2[CH:5]=[CH:4][N:3]=[C:2]([C:29]3[CH:30]=[CH:31][C:26]([NH2:25])=[N:27][CH:28]=3)[N:7]=2)[CH:13]=[C:12]([C:14]2[CH:19]=[CH:18][C:17]([C:20]([F:23])([F:22])[F:21])=[CH:16][CH:15]=2)[CH:11]=1. (4) The product is: [CH3:2][O:3][CH2:4][CH2:5][C:6]1[NH:10][CH:14]=[CH:15][N:16]=1. Given the reactants Cl.[CH3:2][O:3][CH2:4][CH2:5][C:6](=[NH:10])OCC.C(O[CH:14](OCC)[CH2:15][NH2:16])C, predict the reaction product. (5) Given the reactants [F:1][C:2]1[CH:3]=[C:4]([C:9]2[N:13]3[CH2:14][C:15]([CH3:20])([CH3:19])[CH2:16][NH:17][CH2:18][C:12]3=[C:11]([C:21]([NH:23][C@@H:24]([C:29]([CH3:32])([CH3:31])[CH3:30])[C:25]([NH:27][CH3:28])=[O:26])=[O:22])[N:10]=2)[CH:5]=[CH:6][C:7]=1[F:8].C=O.[C:35]([O-])(=O)C.[K+].C(O[BH-](OC(=O)C)OC(=O)C)(=O)C.[Na+].C([O-])(O)=O.[Na+], predict the reaction product. The product is: [F:1][C:2]1[CH:3]=[C:4]([C:9]2[N:13]3[CH2:14][C:15]([CH3:20])([CH3:19])[CH2:16][N:17]([CH3:35])[CH2:18][C:12]3=[C:11]([C:21]([NH:23][C@@H:24]([C:29]([CH3:32])([CH3:31])[CH3:30])[C:25]([NH:27][CH3:28])=[O:26])=[O:22])[N:10]=2)[CH:5]=[CH:6][C:7]=1[F:8]. (6) Given the reactants [CH2:1]([N:8]([CH3:12])[C:9]([Cl:11])=[O:10])[C:2]1[CH:7]=[CH:6][CH:5]=[CH:4][CH:3]=1.[CH2:13](NCC)C1C=CC=CC=1.CC#N.O.CC#N, predict the reaction product. The product is: [CH2:1]([N:8]([CH2:12][CH3:13])[C:9]([Cl:11])=[O:10])[C:2]1[CH:7]=[CH:6][CH:5]=[CH:4][CH:3]=1. (7) Given the reactants Cl[C:2]1[CH:3]=[C:4]([C:10]2[N:11]=[C:12]([CH3:34])[C:13]3[CH:18]([CH3:19])[CH2:17][N:16]([C:20]4[CH:25]=[CH:24][C:23]([CH2:26][C:27]([O:29]C(C)(C)C)=[O:28])=[CH:22][CH:21]=4)[C:14]=3[N:15]=2)[CH:5]=[CH:6][C:7]=1[O:8][CH3:9].[F:35][C:36]([F:41])([F:40])[C:37]([OH:39])=[O:38], predict the reaction product. The product is: [F:35][C:2]1[CH:3]=[C:4]([C:10]2[N:11]=[C:12]([CH3:34])[C:13]3[CH:18]([CH3:19])[CH2:17][N:16]([C:20]4[CH:25]=[CH:24][C:23]([CH2:26][C:27]([OH:29])=[O:28])=[CH:22][CH:21]=4)[C:14]=3[N:15]=2)[CH:5]=[CH:6][C:7]=1[O:8][CH3:9].[F:35][C:36]([F:41])([F:40])[C:37]([OH:39])=[O:38]. (8) Given the reactants [C:1]12([O:9][C:8]3[CH:10]=[CH:11][CH:12]=[CH:13][C:7]=3[O:6]1)[CH2:5][CH2:4][CH2:3][CH2:2]2.[N+:14]([O-])(O)=O, predict the reaction product. The product is: [C:1]12([O:6][C:7]3[CH:13]=[CH:12][C:11]([NH2:14])=[CH:10][C:8]=3[O:9]1)[CH2:2][CH2:3][CH2:4][CH2:5]2. (9) Given the reactants Cl.[NH:2]1[CH:6]=[C:5]([CH2:7][C:8]([OH:10])=[O:9])[N:4]=[CH:3]1.S(=O)(=O)(O)O, predict the reaction product. The product is: [NH:2]1[CH:6]=[C:5]([CH2:7][C:8]([OH:10])=[O:9])[N:4]=[CH:3]1. (10) Given the reactants [CH2:1]([O:8][C:9]1[C:17]([F:18])=[CH:16][CH:15]=[C:14]2[C:10]=1[CH:11]=[C:12]([C:19]([O:21]C)=[O:20])[NH:13]2)[C:2]1[CH:7]=[CH:6][CH:5]=[CH:4][CH:3]=1.[OH-].[Na+].Cl, predict the reaction product. The product is: [CH2:1]([O:8][C:9]1[C:17]([F:18])=[CH:16][CH:15]=[C:14]2[C:10]=1[CH:11]=[C:12]([C:19]([OH:21])=[O:20])[NH:13]2)[C:2]1[CH:7]=[CH:6][CH:5]=[CH:4][CH:3]=1.